This data is from Reaction yield outcomes from USPTO patents with 853,638 reactions. The task is: Predict the reaction yield, written as a fraction of the theoretical maximum amount of product (1.0 means a 100% yield; for example, 0.34 means a 34% yield). (1) The reactants are [F:1][C:2]1[C:11]2[O:10][CH2:9][CH:8]=[CH:7][C:6]=2[C:5]([C:12]([NH2:14])=[O:13])=[CH:4][CH:3]=1.[N:15]([O-:17])=[O:16].[Na+].[I-].[K+]. The catalyst is C(OCC)(=O)C. The product is [F:1][C:2]1[C:11]2[O:10][CH2:9][C:8]([N+:15]([O-:17])=[O:16])=[CH:7][C:6]=2[C:5]([C:12]([NH2:14])=[O:13])=[CH:4][CH:3]=1. The yield is 0.660. (2) The reactants are C([N:8]1[CH2:12][C@H:11]([O:13][Si:14]([C:17]([CH3:20])([CH3:19])[CH3:18])([CH3:16])[CH3:15])[C@H:10]([NH:21][C:22]([O:24][C:25]([CH3:28])([CH3:27])[CH3:26])=[O:23])[CH2:9]1)C1C=CC=CC=1. The catalyst is CO.[OH-].[OH-].[Pd+2]. The product is [C:25]([O:24][C:22]([NH:21][C@H:10]1[C@@H:11]([O:13][Si:14]([C:17]([CH3:20])([CH3:19])[CH3:18])([CH3:15])[CH3:16])[CH2:12][NH:8][CH2:9]1)=[O:23])([CH3:28])([CH3:27])[CH3:26]. The yield is 0.980. (3) The reactants are CI.[CH2:3]([O:10][C:11]([N:13]1[CH2:18][CH2:17][CH2:16][CH2:15][C@H:14]1[C:19](=[O:37])[NH:20][C@H:21]([C:30]([O:32][C:33]([CH3:36])([CH3:35])[CH3:34])=[O:31])[CH2:22][C:23]1[CH:28]=[CH:27][C:26]([OH:29])=[CH:25][CH:24]=1)=[O:12])[C:4]1[CH:9]=[CH:8][CH:7]=[CH:6][CH:5]=1.[C:38](=O)([O-])[O-].[Cs+].[Cs+]. The yield is 0.500. The catalyst is CN(C=O)C.CCOC(C)=O. The product is [CH2:3]([O:10][C:11]([N:13]1[CH2:18][CH2:17][CH2:16][CH2:15][C@H:14]1[C:19](=[O:37])[NH:20][C@H:21]([C:30]([O:32][C:33]([CH3:34])([CH3:36])[CH3:35])=[O:31])[CH2:22][C:23]1[CH:28]=[CH:27][C:26]([O:29][CH3:38])=[CH:25][CH:24]=1)=[O:12])[C:4]1[CH:9]=[CH:8][CH:7]=[CH:6][CH:5]=1.